Dataset: Forward reaction prediction with 1.9M reactions from USPTO patents (1976-2016). Task: Predict the product of the given reaction. (1) Given the reactants [Br:1][C:2]1[CH:3]=[CH:4][C:5]([F:13])=[C:6]([CH:8]([OH:12])[CH2:9][CH2:10][CH3:11])[CH:7]=1.[Cr](O[Cr]([O-])(=O)=O)([O-])(=O)=O.[NH+]1C=CC=CC=1.[NH+]1C=CC=CC=1, predict the reaction product. The product is: [Br:1][C:2]1[CH:3]=[CH:4][C:5]([F:13])=[C:6]([C:8](=[O:12])[CH2:9][CH2:10][CH3:11])[CH:7]=1. (2) Given the reactants [Na].[CH3:2][CH:3]1[O:8][CH2:7][CH2:6][N:5]([C:9]2[N:10]=[C:11]([CH2:16][C:17]([OH:19])=O)[NH:12][C:13](=[O:15])[CH:14]=2)[CH2:4]1.[Cl:20][C:21]1[CH:29]=[CH:28][CH:27]=[C:26]2[C:22]=1[CH2:23][CH2:24][NH:25]2.Cl.CN(C)CCCN=C=NCC, predict the reaction product. The product is: [Cl:20][C:21]1[CH:29]=[CH:28][CH:27]=[C:26]2[C:22]=1[CH2:23][CH2:24][N:25]2[C:17](=[O:19])[CH2:16][C:11]1[NH:12][C:13](=[O:15])[CH:14]=[C:9]([N:5]2[CH2:6][CH2:7][O:8][CH:3]([CH3:2])[CH2:4]2)[N:10]=1. (3) Given the reactants [H-].[Na+].[CH3:3][O:4][CH2:5][CH2:6][OH:7].Cl[C:9]1[N:14]=[C:13]([NH:15][CH3:16])[C:12]([N+:17]([O-:19])=[O:18])=[C:11]([NH:20][CH2:21][C:22]2[C:27]([CH3:28])=[CH:26][CH:25]=[CH:24][C:23]=2[CH2:29][CH3:30])[CH:10]=1, predict the reaction product. The product is: [CH2:29]([C:23]1[CH:24]=[CH:25][CH:26]=[C:27]([CH3:28])[C:22]=1[CH2:21][NH:20][C:11]1[CH:10]=[C:9]([O:7][CH2:6][CH2:5][O:4][CH3:3])[N:14]=[C:13]([NH:15][CH3:16])[C:12]=1[N+:17]([O-:19])=[O:18])[CH3:30]. (4) Given the reactants [F:1][C:2]1[CH:3]=[C:4]([N:12]2[CH2:16][C@H:15]([CH2:17][N:18]3[CH:22]=[CH:21][N:20]=[N:19]3)[O:14][C:13]2=[O:23])[CH:5]=[CH:6][C:7]=1[Sn](C)(C)C.Cl[C:25]1[S:29][C:28]([C:30]#[N:31])=[N:27][N:26]=1.C1([As](C2C=CC=CC=2)C2C=CC=CC=2)C=CC=CC=1, predict the reaction product. The product is: [F:1][C:2]1[CH:3]=[C:4]([N:12]2[CH2:16][C@H:15]([CH2:17][N:18]3[CH:22]=[CH:21][N:20]=[N:19]3)[O:14][C:13]2=[O:23])[CH:5]=[CH:6][C:7]=1[C:25]1[S:29][C:28]([C:30]#[N:31])=[N:27][N:26]=1. (5) Given the reactants [NH:1]1[C:9]2[C:4](=[CH:5][C:6]([C:10]([OH:12])=[O:11])=[CH:7][CH:8]=2)[CH:3]=[CH:2]1.[Br-].[Li+].BrBr.BrBr.[Li+].[Br-].N1C2C(=CC=CC=2)C=C1C(O)=[O:31], predict the reaction product. The product is: [NH:1]1[C:9]2[C:4](=[CH:5][C:6]([C:10]([OH:12])=[O:11])=[CH:7][CH:8]=2)[CH2:3][C:2]1=[O:31]. (6) Given the reactants CO[C:3](=[O:12])[C:4]1[CH:9]=[C:8](Br)[C:7](Cl)=[N:6][CH:5]=1.[F:13][C:14]([F:18])([F:17])[CH2:15][OH:16].[Cl:19][C:20]1[CH:25]=[CH:24][C:23](B(O)O)=[CH:22][CH:21]=1.[NH2:29][CH2:30][C:31]([CH:34]1[CH2:36][CH2:35]1)([OH:33])[CH3:32], predict the reaction product. The product is: [Cl:19][C:20]1[CH:25]=[CH:24][C:23]([C:8]2[C:7]([O:16][CH2:15][C:14]([F:18])([F:17])[F:13])=[N:6][CH:5]=[C:4]([CH:9]=2)[C:3]([NH:29][CH2:30][C:31]([CH:34]2[CH2:36][CH2:35]2)([OH:33])[CH3:32])=[O:12])=[CH:22][CH:21]=1.